Dataset: TCR-epitope binding with 47,182 pairs between 192 epitopes and 23,139 TCRs. Task: Binary Classification. Given a T-cell receptor sequence (or CDR3 region) and an epitope sequence, predict whether binding occurs between them. (1) The epitope is TPRVTGGGAM. The TCR CDR3 sequence is CSVEKRSNIAKNIQYF. Result: 1 (the TCR binds to the epitope). (2) The epitope is LLWNGPMAV. The TCR CDR3 sequence is CASSPRQGQLEQYF. Result: 1 (the TCR binds to the epitope). (3) The epitope is RTLNAWVKV. The TCR CDR3 sequence is CASSSTPGLAATADEQYF. Result: 0 (the TCR does not bind to the epitope). (4) The epitope is YYRRATRRIR. The TCR CDR3 sequence is CASSPSEWGGGDTDTQYF. Result: 0 (the TCR does not bind to the epitope).